Dataset: Peptide-MHC class I binding affinity with 185,985 pairs from IEDB/IMGT. Task: Regression. Given a peptide amino acid sequence and an MHC pseudo amino acid sequence, predict their binding affinity value. This is MHC class I binding data. (1) The peptide sequence is FPVRPQVPL. The MHC is HLA-B44:02 with pseudo-sequence HLA-B44:02. The binding affinity (normalized) is 0. (2) The peptide sequence is LPSDFKTIL. The MHC is HLA-B54:01 with pseudo-sequence HLA-B54:01. The binding affinity (normalized) is 0.0853.